Dataset: CYP3A4 inhibition data for predicting drug metabolism from PubChem BioAssay. Task: Regression/Classification. Given a drug SMILES string, predict its absorption, distribution, metabolism, or excretion properties. Task type varies by dataset: regression for continuous measurements (e.g., permeability, clearance, half-life) or binary classification for categorical outcomes (e.g., BBB penetration, CYP inhibition). Dataset: cyp3a4_veith. The drug is COc1ccc(Cl)cc1NC(=O)C12CCC(C)(C(=O)O1)C2(C)C. The result is 1 (inhibitor).